From a dataset of CYP3A4 inhibition data for predicting drug metabolism from PubChem BioAssay. Regression/Classification. Given a drug SMILES string, predict its absorption, distribution, metabolism, or excretion properties. Task type varies by dataset: regression for continuous measurements (e.g., permeability, clearance, half-life) or binary classification for categorical outcomes (e.g., BBB penetration, CYP inhibition). Dataset: cyp3a4_veith. The drug is CCCCOC(=O)Nc1nc2ccccc2s1. The result is 0 (non-inhibitor).